This data is from Full USPTO retrosynthesis dataset with 1.9M reactions from patents (1976-2016). The task is: Predict the reactants needed to synthesize the given product. (1) Given the product [OH:31][CH2:30][CH2:29][N:28]([CH2:32][CH2:33][OH:34])[C:19]([C:17]1[S:18][C:13]2[C:12]([N:22]3[CH2:23][CH2:24][O:25][CH2:26][CH2:27]3)=[N:11][C:10]([C:5]3[CH:6]=[CH:7][CH:8]=[C:9]4[C:4]=3[CH:3]=[N:2][NH:1]4)=[N:15][C:14]=2[CH:16]=1)=[O:20], predict the reactants needed to synthesize it. The reactants are: [NH:1]1[C:9]2[C:4](=[C:5]([C:10]3[N:11]=[C:12]([N:22]4[CH2:27][CH2:26][O:25][CH2:24][CH2:23]4)[C:13]4[S:18][C:17]([C:19](O)=[O:20])=[CH:16][C:14]=4[N:15]=3)[CH:6]=[CH:7][CH:8]=2)[CH:3]=[N:2]1.[NH:28]([CH2:32][CH2:33][OH:34])[CH2:29][CH2:30][OH:31]. (2) Given the product [Cl:27][C:22]1[CH:23]=[CH:24][CH:25]=[CH:26][C:21]=1[CH:18]([CH2:19][OH:20])[CH2:17][NH:16][C:9](=[O:10])[O:11][C:12]([CH3:13])([CH3:14])[CH3:15], predict the reactants needed to synthesize it. The reactants are: [C:9](O[C:9]([O:11][C:12]([CH3:15])([CH3:14])[CH3:13])=[O:10])([O:11][C:12]([CH3:15])([CH3:14])[CH3:13])=[O:10].[NH2:16][CH2:17][CH:18]([C:21]1[CH:26]=[CH:25][CH:24]=[CH:23][C:22]=1[Cl:27])[CH2:19][OH:20]. (3) Given the product [ClH:1].[ClH:1].[C:35]([N:38]1[CH2:43][CH2:42][N:41]([CH2:2][CH2:3][CH2:4][O:5][C:6]2[CH:15]=[C:14]3[C:9]([C:10]([NH:18][C:19]4[CH:24]=[CH:23][C:22]([C:25]#[C:26][CH2:27][O:28][CH3:29])=[C:21]5[O:30][CH2:31][O:32][C:20]=45)=[C:11]([C:16]#[N:17])[CH:12]=[N:13]3)=[CH:8][C:7]=2[O:33][CH3:34])[CH2:40][CH2:39]1)(=[O:37])[CH3:36], predict the reactants needed to synthesize it. The reactants are: [Cl:1][CH2:2][CH2:3][CH2:4][O:5][C:6]1[CH:15]=[C:14]2[C:9]([C:10]([NH:18][C:19]3[CH:24]=[CH:23][C:22]([C:25]#[C:26][CH2:27][O:28][CH3:29])=[C:21]4[O:30][CH2:31][O:32][C:20]=34)=[C:11]([C:16]#[N:17])[CH:12]=[N:13]2)=[CH:8][C:7]=1[O:33][CH3:34].[C:35]([N:38]1[CH2:43][CH2:42][NH:41][CH2:40][CH2:39]1)(=[O:37])[CH3:36]. (4) Given the product [S:1]1[C:5]2[CH:6]=[CH:7][CH:8]=[CH:9][C:4]=2[C:3]([N:10]2[CH2:15][CH2:14][N:13]([CH2:16][CH2:17][C:18]3[CH:26]=[C:25]4[C:21]([CH2:22][CH:23]([NH:29][CH2:30][CH3:31])[C:24]4([CH3:28])[CH3:27])=[CH:20][CH:19]=3)[CH2:12][CH2:11]2)=[N:2]1, predict the reactants needed to synthesize it. The reactants are: [S:1]1[C:5]2[CH:6]=[CH:7][CH:8]=[CH:9][C:4]=2[C:3]([N:10]2[CH2:15][CH2:14][N:13]([CH2:16][CH2:17][C:18]3[CH:26]=[C:25]4[C:21]([CH2:22][CH:23]([NH:29][C:30](=O)[CH3:31])[C:24]4([CH3:28])[CH3:27])=[CH:20][CH:19]=3)[CH2:12][CH2:11]2)=[N:2]1. (5) The reactants are: C([Li])CCC.I[C:7]1[CH:12]=[CH:11][C:10]([I:13])=[CH:9][CH:8]=1.[CH3:14][CH:15]([CH3:19])[C:16](=[O:18])[CH3:17].Cl. Given the product [I:13][C:10]1[CH:11]=[CH:12][C:7]([C:16]([OH:18])([CH:15]([CH3:19])[CH3:14])[CH3:17])=[CH:8][CH:9]=1, predict the reactants needed to synthesize it. (6) Given the product [Br:1][C:2]1[CH:3]=[C:4]([S:15][C:16]2[N:17]([CH3:25])[C:18]([CH2:21][OH:22])=[CH:19][N:20]=2)[C:5]([NH:8][C:9]2[S:10][CH:11]=[C:12]([CH3:14])[N:13]=2)=[N:6][CH:7]=1, predict the reactants needed to synthesize it. The reactants are: [Br:1][C:2]1[CH:3]=[C:4]([S:15][C:16]2[N:17]([CH3:25])[C:18]([C:21](OC)=[O:22])=[CH:19][N:20]=2)[C:5]([NH:8][C:9]2[S:10][CH:11]=[C:12]([CH3:14])[N:13]=2)=[N:6][CH:7]=1.CC(C[AlH]CC(C)C)C. (7) Given the product [CH3:1][C:2]1[N:3]=[C:4]([C:7]2[C:8]3[CH2:31][CH2:30][CH2:29][CH2:28][C:9]=3[S:10][C:11]=2[NH:12][C:13]([CH:15]2[CH2:19][CH2:18][CH2:17][N:16]2[CH2:20][C:21]([OH:23])=[O:22])=[O:14])[S:5][CH:6]=1, predict the reactants needed to synthesize it. The reactants are: [CH3:1][C:2]1[N:3]=[C:4]([C:7]2[C:8]3[CH2:31][CH2:30][CH2:29][CH2:28][C:9]=3[S:10][C:11]=2[NH:12][C:13]([CH:15]2[CH2:19][CH2:18][CH2:17][N:16]2[CH2:20][C:21]([O:23]C(C)(C)C)=[O:22])=[O:14])[S:5][CH:6]=1.C(O)(C(F)(F)F)=O.C1(OC)C=CC=CC=1.C1(C)C=CC=CC=1. (8) Given the product [F:1][C:2]1[CH:9]=[C:8]([N+:10]([O-:12])=[O:11])[CH:7]=[C:4]([CH2:5][NH:15][CH3:14])[C:3]=1[OH:13], predict the reactants needed to synthesize it. The reactants are: [F:1][C:2]1[C:3]([OH:13])=[C:4]([CH:7]=[C:8]([N+:10]([O-:12])=[O:11])[CH:9]=1)[CH:5]=O.[CH3:14][NH2:15].[BH4-].[Na+]. (9) Given the product [I-:22].[C:28]1([CH2:27][CH2:26][CH2:25][CH2:24][CH2:23][N+:12]2[C:13]3[C:18](=[CH:17][CH:16]=[CH:15][CH:14]=3)[CH:19]=[C:10]([S:9][C:4]3[CH:5]=[CH:6][CH:7]=[CH:8][C:3]=3[C:2]([F:20])([F:1])[F:21])[CH:11]=2)[CH:33]=[CH:32][CH:31]=[CH:30][CH:29]=1, predict the reactants needed to synthesize it. The reactants are: [F:1][C:2]([F:21])([F:20])[C:3]1[CH:8]=[CH:7][CH:6]=[CH:5][C:4]=1[S:9][C:10]1[CH:11]=[N:12][C:13]2[C:18]([CH:19]=1)=[CH:17][CH:16]=[CH:15][CH:14]=2.[I:22][CH2:23][CH2:24][CH2:25][CH2:26][CH2:27][C:28]1[CH:33]=[CH:32][CH:31]=[CH:30][CH:29]=1.CCOCC.